Regression. Given a peptide amino acid sequence and an MHC pseudo amino acid sequence, predict their binding affinity value. This is MHC class II binding data. From a dataset of Peptide-MHC class II binding affinity with 134,281 pairs from IEDB. (1) The peptide sequence is ILSEGNSFTAPNESY. The MHC is DRB1_0701 with pseudo-sequence DRB1_0701. The binding affinity (normalized) is 0.214. (2) The peptide sequence is QNPSQQQPQEQVPLVQQQQF. The MHC is DRB1_1101 with pseudo-sequence DRB1_1101. The binding affinity (normalized) is 0. (3) The peptide sequence is YDKFLANVSKVLTGK. The MHC is DRB1_0404 with pseudo-sequence DRB1_0404. The binding affinity (normalized) is 0.423. (4) The peptide sequence is IRQAGVQYSRADEEQ. The MHC is DRB5_0101 with pseudo-sequence DRB5_0101. The binding affinity (normalized) is 0.0569. (5) The peptide sequence is KLLPVPPTVTIFKIS. The MHC is HLA-DPA10301-DPB10402 with pseudo-sequence HLA-DPA10301-DPB10402. The binding affinity (normalized) is 0.452. (6) The peptide sequence is AYILDGDNLFPKV. The MHC is DRB1_0401 with pseudo-sequence DRB1_0401. The binding affinity (normalized) is 0.520. (7) The peptide sequence is ASPLTGIADASQSSM. The MHC is DRB1_0701 with pseudo-sequence DRB1_0701. The binding affinity (normalized) is 0.